This data is from Full USPTO retrosynthesis dataset with 1.9M reactions from patents (1976-2016). The task is: Predict the reactants needed to synthesize the given product. Given the product [OH:2][CH:1]([C:3]1[N:8]=[CH:7][C:6]([C:9]2[CH:19]=[CH:18][C:12]([C:13]([O:15][CH2:16][CH3:17])=[O:14])=[CH:11][CH:10]=2)=[CH:5][CH:4]=1)[CH2:20][CH3:21], predict the reactants needed to synthesize it. The reactants are: [CH:1]([C:3]1[N:8]=[CH:7][C:6]([C:9]2[CH:19]=[CH:18][C:12]([C:13]([O:15][CH2:16][CH3:17])=[O:14])=[CH:11][CH:10]=2)=[CH:5][CH:4]=1)=[O:2].[CH2:20]([Mg]Br)[CH3:21].C(OCC)C.